Dataset: Catalyst prediction with 721,799 reactions and 888 catalyst types from USPTO. Task: Predict which catalyst facilitates the given reaction. (1) Reactant: [CH2:1]([C:3]1[NH:22][C:6]2[N:7]=[C:8]([S:12][C:13]3[CH:14]=[C:15]([F:21])[C:16]([C:19]#[N:20])=[N:17][CH:18]=3)[N:9]=[C:10](O)[C:5]=2[CH:4]=1)[CH3:2].F[P-](F)(F)(F)(F)F.N1(O[P+](N(C)C)(N(C)C)N(C)C)C2C=CC=CC=2N=N1.Cl.[OH:51][CH:52]1[CH2:55][NH:54][CH2:53]1. Product: [CH2:1]([C:3]1[NH:22][C:6]2[N:7]=[C:8]([S:12][C:13]3[CH:14]=[C:15]([F:21])[C:16]([C:19]#[N:20])=[N:17][CH:18]=3)[N:9]=[C:10]([N:54]3[CH2:55][CH:52]([OH:51])[CH2:53]3)[C:5]=2[CH:4]=1)[CH3:2]. The catalyst class is: 66. (2) Reactant: FC(F)(F)S(O[C:7]1[C:11]2[C:12]([O:16][CH3:17])=[N:13][CH:14]=[CH:15][C:10]=2[N:9]([C:18]2[CH:23]=[CH:22][CH:21]=[CH:20][CH:19]=2)[N:8]=1)(=O)=O.CC1(C)C(C)(C)OB([C:34]2[CH:39]=[CH:38][C:37]([S:40]([NH2:43])(=[O:42])=[O:41])=[CH:36][CH:35]=2)O1.C(=O)([O-])[O-].[Na+].[Na+].O. Product: [CH3:17][O:16][C:12]1[C:11]2[C:7]([C:34]3[CH:39]=[CH:38][C:37]([S:40]([NH2:43])(=[O:42])=[O:41])=[CH:36][CH:35]=3)=[N:8][N:9]([C:18]3[CH:19]=[CH:20][CH:21]=[CH:22][CH:23]=3)[C:10]=2[CH:15]=[CH:14][N:13]=1. The catalyst class is: 104. (3) Reactant: [OH:1][C:2]1[CH:11]=[C:10]2[C:5]([C:6]([O:12][C:13]3[C:14]([CH3:23])=[N:15][C:16]4[C:21]([CH:22]=3)=[CH:20][CH:19]=[CH:18][N:17]=4)=[CH:7][CH:8]=[N:9]2)=[CH:4][C:3]=1[O:24][CH3:25].C(=O)([O-])[O-].[K+].[K+].Br[CH2:33][CH2:34]Cl.[NH:36]1[CH2:41][CH2:40][O:39][CH2:38][CH2:37]1. Product: [CH3:25][O:24][C:3]1[CH:4]=[C:5]2[C:10](=[CH:11][C:2]=1[O:1][CH2:40][CH2:41][N:36]1[CH2:34][CH2:33][O:39][CH2:38][CH2:37]1)[N:9]=[CH:8][CH:7]=[C:6]2[O:12][C:13]1[C:14]([CH3:23])=[N:15][C:16]2[C:21]([CH:22]=1)=[CH:20][CH:19]=[CH:18][N:17]=2. The catalyst class is: 35. (4) The catalyst class is: 54. Product: [Cl:24][CH2:25][C@@H:26]([C:28]1[CH:29]=[N:30][CH:31]=[CH:32][CH:33]=1)[OH:27]. Reactant: B(Cl)([C@H]1[C@H](C)[C@@H]2C(C)(C)[C@@H](C2)C1)[C@H]1[C@H](C)[C@@H]2C(C)(C)[C@@H](C2)C1.Cl.[Cl:24][CH2:25][C:26]([C:28]1[CH:29]=[N:30][CH:31]=[CH:32][CH:33]=1)=[O:27].C(N(CC)CC)C.O.